This data is from Full USPTO retrosynthesis dataset with 1.9M reactions from patents (1976-2016). The task is: Predict the reactants needed to synthesize the given product. (1) Given the product [C:39]([C:38]1[CH:41]=[CH:42][C:35]([NH:33][N:34]=[CH:4][C:5]#[C:6][C:7]2[N:12]=[C:11]([C:13]([O:15][CH3:16])=[O:14])[C:10](=[O:17])[N:9]([C:18]3[CH:23]=[CH:22][CH:21]=[C:20]([C:24]([F:25])([F:26])[F:27])[CH:19]=3)[C:8]=2[CH3:28])=[CH:36][CH:37]=1)#[N:40], predict the reactants needed to synthesize it. The reactants are: C(O[CH:4](OCC)[C:5]#[C:6][C:7]1[N:12]=[C:11]([C:13]([O:15][CH3:16])=[O:14])[C:10](=[O:17])[N:9]([C:18]2[CH:23]=[CH:22][CH:21]=[C:20]([C:24]([F:27])([F:26])[F:25])[CH:19]=2)[C:8]=1[CH3:28])C.Cl.[NH:33]([C:35]1[CH:42]=[CH:41][C:38]([C:39]#[N:40])=[CH:37][CH:36]=1)[NH2:34].O. (2) The reactants are: [OH:1][CH2:2][CH:3]1[CH2:7][CH2:6][N:5]([C:8]([O:10][C:11]([CH3:14])([CH3:13])[CH3:12])=[O:9])[CH2:4]1.[H-].[Na+].Cl[CH2:18][CH:19]1[CH2:21][CH2:20]1.O. Given the product [CH:19]1([CH2:18][O:1][CH2:2][CH:3]2[CH2:7][CH2:6][N:5]([C:8]([O:10][C:11]([CH3:14])([CH3:13])[CH3:12])=[O:9])[CH2:4]2)[CH2:21][CH2:20]1, predict the reactants needed to synthesize it.